This data is from Catalyst prediction with 721,799 reactions and 888 catalyst types from USPTO. The task is: Predict which catalyst facilitates the given reaction. (1) Reactant: [Cl:1][C:2]1[CH:7]=[CH:6][C:5]([CH:8]([OH:20])[C:9]2[CH:14]=[CH:13][C:12]([O:15][C:16]([F:19])([F:18])[F:17])=[CH:11][CH:10]=2)=[CH:4][C:3]=1[S:21]([NH2:24])(=[O:23])=[O:22].CC(C)=O.OS(O)(=O)=O.O=[Cr](=O)=O. Product: [Cl:1][C:2]1[CH:7]=[CH:6][C:5]([C:8](=[O:20])[C:9]2[CH:14]=[CH:13][C:12]([O:15][C:16]([F:18])([F:17])[F:19])=[CH:11][CH:10]=2)=[CH:4][C:3]=1[S:21]([NH2:24])(=[O:23])=[O:22]. The catalyst class is: 95. (2) Reactant: N#N.[H-].[Na+].[F:5][C:6]1[CH:11]=[CH:10][C:9]([CH:12]([N:15]([CH3:17])[CH3:16])[C:13]#N)=[CH:8][CH:7]=1.[F:18][C:19]([F:29])([F:28])[C:20]1[CH:27]=[CH:26][C:23](CCl)=[CH:22][CH:21]=1. Product: [F:5][C:6]1[CH:11]=[CH:10][C:9]([C:12]([N:15]([CH3:17])[CH3:16])=[CH:13][C:23]2[CH:26]=[CH:27][C:20]([C:19]([F:29])([F:28])[F:18])=[CH:21][CH:22]=2)=[CH:8][CH:7]=1. The catalyst class is: 145. (3) Reactant: O.[OH-].[Li+].[CH2:4]([C:6]1[CH:11]=[CH:10][CH:9]=[CH:8][C:7]=1[C:12]1[CH:17]=[CH:16][C:15]([C:18]([O:20]C)=[O:19])=[CH:14][C:13]=1[CH2:22][O:23][CH3:24])[CH3:5]. Product: [CH2:4]([C:6]1[CH:11]=[CH:10][CH:9]=[CH:8][C:7]=1[C:12]1[CH:17]=[CH:16][C:15]([C:18]([OH:20])=[O:19])=[CH:14][C:13]=1[CH2:22][O:23][CH3:24])[CH3:5]. The catalyst class is: 20. (4) Reactant: [Br:1][C:2]1[CH:7]=[CH:6][C:5]([CH:8]([C:14]([O:16][CH2:17][CH3:18])=[O:15])[C:9]([O:11][CH2:12][CH3:13])=[O:10])=[CH:4][CH:3]=1.[H-].[Na+].I[CH3:22]. Product: [Br:1][C:2]1[CH:7]=[CH:6][C:5]([C:8]([CH3:22])([C:9]([O:11][CH2:12][CH3:13])=[O:10])[C:14]([O:16][CH2:17][CH3:18])=[O:15])=[CH:4][CH:3]=1. The catalyst class is: 1. (5) Reactant: [NH2:1][C:2]1[N:3]([CH3:8])[O:4][C:5](=[O:7])[CH:6]=1.[F:9][C:10]1[CH:17]=[CH:16][C:13]([CH:14]=O)=[CH:12][C:11]=1[C:18]([F:21])([F:20])[F:19].[O:22]1[CH2:27][C:26](=O)[CH2:25][C:24](=[O:29])[CH2:23]1. Product: [F:9][C:10]1[CH:17]=[CH:16][C:13]([CH:14]2[C:25]3[C:24](=[O:29])[CH2:23][O:22][CH2:27][C:26]=3[NH:1][C:2]3[N:3]([CH3:8])[O:4][C:5](=[O:7])[C:6]2=3)=[CH:12][C:11]=1[C:18]([F:21])([F:20])[F:19]. The catalyst class is: 8. (6) Reactant: [C:1]1([CH:7]([C:13]2[CH:18]=[CH:17][C:16]([N+:19]([O-])=O)=[C:15]([F:22])[CH:14]=2)[C:8]([O:10][CH2:11][CH3:12])=[O:9])[CH:6]=[CH:5][CH:4]=[CH:3][CH:2]=1. Product: [NH2:19][C:16]1[CH:17]=[CH:18][C:13]([CH:7]([C:1]2[CH:2]=[CH:3][CH:4]=[CH:5][CH:6]=2)[C:8]([O:10][CH2:11][CH3:12])=[O:9])=[CH:14][C:15]=1[F:22]. The catalyst class is: 14.